This data is from Reaction yield outcomes from USPTO patents with 853,638 reactions. The task is: Predict the reaction yield, written as a fraction of the theoretical maximum amount of product (1.0 means a 100% yield; for example, 0.34 means a 34% yield). (1) The reactants are [C:1]1([C:7]2[N:8]=[C:9]([CH:12]=O)[S:10][CH:11]=2)[CH:6]=[CH:5][CH:4]=[CH:3][CH:2]=1.[NH2:14][C:15]1[CH:20]=[CH:19][C:18]([CH2:21][OH:22])=[CH:17][CH:16]=1.C(O)(=O)C.ClCCCl. The catalyst is CCCCCC. The product is [C:1]1([C:7]2[N:8]=[C:9](/[CH:12]=[N:14]/[C:15]3[CH:20]=[CH:19][C:18]([CH2:21][OH:22])=[CH:17][CH:16]=3)[S:10][CH:11]=2)[CH:2]=[CH:3][CH:4]=[CH:5][CH:6]=1. The yield is 0.880. (2) The reactants are C([O:3][C:4](=[O:21])[CH2:5][C:6]1([CH2:19][CH3:20])[C:11]2[NH:12][C:13]3[C:18]([C:10]=2[CH2:9][CH2:8][O:7]1)=[CH:17][CH:16]=[CH:15][CH:14]=3)C.O.[OH-].[Li+].Cl. The catalyst is O1CCOCC1.O. The product is [CH2:19]([C:6]1([CH2:5][C:4]([OH:21])=[O:3])[C:11]2[NH:12][C:13]3[C:18]([C:10]=2[CH2:9][CH2:8][O:7]1)=[CH:17][CH:16]=[CH:15][CH:14]=3)[CH3:20]. The yield is 0.420. (3) The reactants are [F:1][C:2]1[CH:3]=[C:4]([OH:9])[CH:5]=[CH:6][C:7]=1[CH3:8].[Br:10]Br. No catalyst specified. The product is [Br:10][C:3]1[C:2]([F:1])=[C:7]([CH3:8])[CH:6]=[CH:5][C:4]=1[OH:9]. The yield is 0.750. (4) The reactants are [N:1]12[CH2:8][CH2:7][C:4]([C:9]([C:18]3[CH:23]=[CH:22][C:21]([F:24])=[CH:20][CH:19]=3)([C:11]3[CH:16]=[CH:15][C:14]([F:17])=[CH:13][CH:12]=3)[OH:10])([CH2:5][CH2:6]1)[CH2:3][CH2:2]2.[C:25]1([O:31][CH2:32][CH2:33][CH2:34][Br:35])[CH:30]=[CH:29][CH:28]=[CH:27][CH:26]=1. The catalyst is CC#N. The product is [Br-:35].[F:17][C:14]1[CH:15]=[CH:16][C:11]([C:9]([C:18]2[CH:19]=[CH:20][C:21]([F:24])=[CH:22][CH:23]=2)([OH:10])[C:4]23[CH2:5][CH2:6][N+:1]([CH2:34][CH2:33][CH2:32][O:31][C:25]4[CH:30]=[CH:29][CH:28]=[CH:27][CH:26]=4)([CH2:2][CH2:3]2)[CH2:8][CH2:7]3)=[CH:12][CH:13]=1. The yield is 0.652. (5) The reactants are [CH3:1][C:2]1[CH:10]=[CH:9][C:5]([C:6]([OH:8])=O)=[CH:4][C:3]=1[NH:11][C:12]1[N:17]=[C:16]([C:18]2[CH:19]=[N:20][CH:21]=[CH:22][CH:23]=2)[CH:15]=[CH:14][N:13]=1.S(Cl)(Cl)=O.[F:28][C:29]([F:44])([F:43])[C:30]1[CH:31]=[C:32]([NH2:42])[CH:33]=[C:34]([N:36]2[CH:40]=[C:39]([CH3:41])[N:38]=[CH:37]2)[CH:35]=1.[OH-].[Na+]. The catalyst is CN1CCCC1=O. The product is [CH3:1][C:2]1[CH:10]=[CH:9][C:5]([C:6]([NH:42][C:32]2[CH:31]=[C:30]([C:29]([F:44])([F:43])[F:28])[CH:35]=[C:34]([N:36]3[CH:37]=[N:38][C:39]([CH3:41])=[CH:40]3)[CH:33]=2)=[O:8])=[CH:4][C:3]=1[NH:11][C:12]1[N:13]=[CH:14][CH:15]=[C:16]([C:18]2[CH:23]=[CH:22][CH:21]=[N:20][CH:19]=2)[N:17]=1. The yield is 0.900. (6) The reactants are [Cl:1][C:2]1[CH:7]=[CH:6][C:5]([N:8]2[CH:13]=[CH:12][C:11](=[O:14])[C:10]([C:15](=O)[CH:16]=[CH:17][N:18](C)C)=[N:9]2)=[CH:4][CH:3]=1.[C:22]1([NH:28]N)[CH:27]=[CH:26][CH:25]=[CH:24][CH:23]=1. The catalyst is CO. The product is [Cl:1][C:2]1[CH:3]=[CH:4][C:5]([N:8]2[CH:13]=[CH:12][C:11](=[O:14])[C:10]([C:15]3[N:28]([C:22]4[CH:27]=[CH:26][CH:25]=[CH:24][CH:23]=4)[N:18]=[CH:17][CH:16]=3)=[N:9]2)=[CH:6][CH:7]=1. The yield is 0.0800. (7) The product is [CH3:10][N:1]1[C:9]2[C:4](=[CH:5][CH:6]=[CH:7][CH:8]=2)[CH:3]=[CH:2]1. The yield is 0.470. The reactants are [NH:1]1[C:9]2[C:4](=[CH:5][CH:6]=[CH:7][CH:8]=2)[CH:3]=[CH:2]1.[C:10](OC)(=O)C(OC)=O.CC(C)([O-])C.[K+]. The catalyst is CN(C=O)C.O. (8) The yield is 0.0700. No catalyst specified. The reactants are [NH2:1][C@H:2]1[CH2:7][CH2:6][C@H:5]([CH2:8][CH2:9][N:10]2[C:15]3[CH:16]=[C:17]([C:20]#[N:21])[CH:18]=[CH:19][C:14]=3[O:13][CH2:12][C:11]2=[O:22])[CH2:4][CH2:3]1.[O:23]=[C:24]1[CH2:29][O:28][C:27]2[CH:30]=[CH:31][C:32]([CH:34]=O)=[N:33][C:26]=2[NH:25]1.C([BH3-])#N.[Na+]. The product is [O:22]=[C:11]1[N:10]([CH2:9][CH2:8][C@H:5]2[CH2:6][CH2:7][C@H:2]([NH:1][CH2:34][C:32]3[CH:31]=[CH:30][C:27]4[O:28][CH2:29][C:24](=[O:23])[NH:25][C:26]=4[N:33]=3)[CH2:3][CH2:4]2)[C:15]2[CH:16]=[C:17]([C:20]#[N:21])[CH:18]=[CH:19][C:14]=2[O:13][CH2:12]1. (9) The reactants are C(=O)([O-])[O-].[K+].[K+].[C:7]([N:14]1[CH2:19][CH2:18][NH:17][CH2:16][CH2:15]1)([O:9][C:10]([CH3:13])([CH3:12])[CH3:11])=[O:8].Br[CH2:21][C:22]([O:24][CH3:25])=[O:23]. The catalyst is C(#N)C. The product is [CH3:25][O:24][C:22](=[O:23])[CH2:21][N:17]1[CH2:16][CH2:15][N:14]([C:7]([O:9][C:10]([CH3:13])([CH3:12])[CH3:11])=[O:8])[CH2:19][CH2:18]1. The yield is 0.600.